This data is from Full USPTO retrosynthesis dataset with 1.9M reactions from patents (1976-2016). The task is: Predict the reactants needed to synthesize the given product. (1) Given the product [CH2:25]([O:27][C:28]([C:30]1[C:39](=[O:40])[C:38]2[C:33](=[C:34]([C:24]#[C:23][CH2:22][C@@H:12]([NH:11][C:9]([O:8][CH2:1][C:2]3[CH:3]=[CH:4][CH:5]=[CH:6][CH:7]=3)=[O:10])[CH2:13][CH2:14][C:15]([O:17][C:18]([CH3:19])([CH3:20])[CH3:21])=[O:16])[C:35]([F:42])=[C:36]([F:41])[CH:37]=2)[N:32]([CH:51]2[CH2:52][CH2:53]2)[CH:31]=1)=[O:29])[CH3:26], predict the reactants needed to synthesize it. The reactants are: [CH2:1]([O:8][C:9]([NH:11][C@H:12]([CH2:22][C:23]#[CH:24])[CH2:13][CH2:14][C:15]([O:17][C:18]([CH3:21])([CH3:20])[CH3:19])=[O:16])=[O:10])[C:2]1[CH:7]=[CH:6][CH:5]=[CH:4][CH:3]=1.[CH2:25]([O:27][C:28]([C:30]1[C:39](=[O:40])[C:38]2[C:33](=[C:34](OS(C(F)(F)F)(=O)=O)[C:35]([F:42])=[C:36]([F:41])[CH:37]=2)[N:32]([CH:51]2[CH2:53][CH2:52]2)[CH:31]=1)=[O:29])[CH3:26].C1(P(C2C=CC=CC=2)C2C=CC=CC=2)C=CC=CC=1.C(N(CC)C(C)C)(C)C. (2) Given the product [O:15]1[CH2:20][CH2:19][O:18][C:17]2[CH:21]=[C:22]([C:25]3[NH:13][C:12]4[N:11]([N:10]=[C:9]([CH3:14])[C:8]=4[C:5]4[CH:4]=[CH:3][C:2]([F:1])=[CH:7][CH:6]=4)[C:27](=[O:28])[CH:26]=3)[CH:23]=[CH:24][C:16]1=2, predict the reactants needed to synthesize it. The reactants are: [F:1][C:2]1[CH:7]=[CH:6][C:5]([C:8]2[C:9]([CH3:14])=[N:10][NH:11][C:12]=2[NH2:13])=[CH:4][CH:3]=1.[O:15]1[CH2:20][CH2:19][O:18][C:17]2[CH:21]=[C:22]([C:25](=O)[CH2:26][C:27](OCC)=[O:28])[CH:23]=[CH:24][C:16]1=2. (3) Given the product [CH2:1]([C:5]1[C:14]2[C:9](=[CH:10][CH:11]=[CH:12][CH:13]=2)[N:8]=[CH:7][C:6]=1[NH2:15])[CH:2]([CH3:4])[CH3:3], predict the reactants needed to synthesize it. The reactants are: [CH2:1]([C:5]1[C:14]2[C:9](=[CH:10][CH:11]=[CH:12][CH:13]=2)[N:8]=[CH:7][C:6]=1[N+:15]([O-])=O)[CH:2]([CH3:4])[CH3:3].